Task: Predict the reactants needed to synthesize the given product.. Dataset: Full USPTO retrosynthesis dataset with 1.9M reactions from patents (1976-2016) (1) Given the product [O:34]=[S:33]1(=[O:35])[CH2:36][CH2:37][N:1]([C:2]2[CH:3]=[CH:4][C:5]3[C:6]4[N:14]=[C:13]([C:15]5[CH:16]=[CH:17][C:18]([CH2:21][N:22]6[CH2:23][CH2:24][O:25][CH2:26][CH2:27]6)=[CH:19][CH:20]=5)[CH:12]=[C:11]([C:28]([NH2:30])=[O:29])[C:7]=4[NH:8][C:9]=3[CH:10]=2)[CH2:32][CH2:31]1, predict the reactants needed to synthesize it. The reactants are: [NH2:1][C:2]1[CH:3]=[CH:4][C:5]2[C:6]3[N:14]=[C:13]([C:15]4[CH:20]=[CH:19][C:18]([CH2:21][N:22]5[CH2:27][CH2:26][O:25][CH2:24][CH2:23]5)=[CH:17][CH:16]=4)[CH:12]=[C:11]([C:28]([NH2:30])=[O:29])[C:7]=3[NH:8][C:9]=2[CH:10]=1.[CH:31]([S:33]([CH:36]=[CH2:37])(=[O:35])=[O:34])=[CH2:32]. (2) Given the product [CH3:19][O:18][C:5]1[C:6]([CH:8]([OH:17])[C:9]#[C:10][C:11]2[CH:16]=[CH:15][CH:14]=[CH:13][CH:12]=2)=[CH:7][CH:2]=[C:3]2[C:4]=1[CH:24]=[N:25][N:26]2[CH2:33][O:34][CH2:35][CH2:36][Si:37]([CH3:40])([CH3:39])[CH3:38], predict the reactants needed to synthesize it. The reactants are: F[C:2]1[CH:3]=[CH:4][C:5]([O:18][CH3:19])=[C:6]([CH:8]([OH:17])[C:9]#[C:10][C:11]2[CH:16]=[CH:15][CH:14]=[CH:13][CH:12]=2)[CH:7]=1.COC1C(C=O)=CC=C2C=1[CH:24]=[N:25][N:26]2[CH2:33][O:34][CH2:35][CH2:36][Si:37]([CH3:40])([CH3:39])[CH3:38]. (3) Given the product [C:7]([O:11][C:12](=[O:13])[NH:14][CH2:15][C:16]1[CH:24]=[CH:23][CH:22]=[C:18]([CH2:19][OH:20])[CH:17]=1)([CH3:10])([CH3:8])[CH3:9], predict the reactants needed to synthesize it. The reactants are: ClC(OCC)=O.[C:7]([O:11][C:12]([NH:14][CH2:15][C:16]1[CH:17]=[C:18]([CH:22]=[CH:23][CH:24]=1)[C:19](O)=[O:20])=[O:13])([CH3:10])([CH3:9])[CH3:8].C(N(CC)CC)C.[BH4-].[Li+].S([O-])(O)(=O)=O.[Na+].C(=O)([O-])O.[Na+].